From a dataset of Full USPTO retrosynthesis dataset with 1.9M reactions from patents (1976-2016). Predict the reactants needed to synthesize the given product. (1) Given the product [Cl:1][C:2]1[NH:10][C:9]2[C:8](=[O:14])[N:7]([CH2:15][CH2:16][CH2:17][C:18]3[CH:22]=[N:21][N:20]([CH2:41][C:38]4[S:37][C:36]([Cl:35])=[CH:40][CH:39]=4)[CH:19]=3)[C:6](=[O:23])[N:5]([CH2:24][CH2:25][CH2:26][CH2:27][CH3:28])[C:4]=2[N:3]=1, predict the reactants needed to synthesize it. The reactants are: [Cl:1][C:2]1[N:10](CC=C)[C:9]2[C:8](=[O:14])[N:7]([CH2:15][CH2:16][CH2:17][C:18]3[CH:19]=[N:20][NH:21][CH:22]=3)[C:6](=[O:23])[N:5]([CH2:24][CH2:25][CH2:26][CH2:27][CH3:28])[C:4]=2[N:3]=1.CC(C)([O-])C.[K+].[Cl:35][C:36]1[S:37][C:38]([CH2:41]Cl)=[CH:39][CH:40]=1. (2) The reactants are: Cl[C:2]1[S:6][N:5]=[C:4]([C:7]2[CH:11]=[CH:10][O:9][CH:8]=2)[N:3]=1.FC(F)(F)C(O)=O.[O:19]1[C:23]2[CH:24]=[CH:25][CH:26]=[CH:27][C:22]=2[C:21]([NH:28][C:29]([N:31]2[CH2:36][CH2:35][NH:34][CH2:33][CH2:32]2)=[O:30])=[N:20]1.C(N(CC)CC)C.O. Given the product [O:19]1[C:23]2[CH:24]=[CH:25][CH:26]=[CH:27][C:22]=2[C:21]([NH:28][C:29]([N:31]2[CH2:36][CH2:35][N:34]([C:2]3[S:6][N:5]=[C:4]([C:7]4[CH:11]=[CH:10][O:9][CH:8]=4)[N:3]=3)[CH2:33][CH2:32]2)=[O:30])=[N:20]1, predict the reactants needed to synthesize it. (3) Given the product [CH3:1][C:2]1[N:7]([CH2:8][C:9]2[S:10][C:11]([C:14]([F:15])([F:16])[F:17])=[CH:12][CH:13]=2)[C:6](=[O:18])[N:5]=[C:4]([N:27]2[CH2:28][CH2:29][C:30]3[S:22][C:23]([C:31]([O:33][CH2:35][CH3:36])=[O:32])=[CH:24][C:25]=3[CH2:26]2)[N:3]=1, predict the reactants needed to synthesize it. The reactants are: [CH3:1][C:2]1[N:7]([CH2:8][C:9]2[S:10][C:11]([C:14]([F:17])([F:16])[F:15])=[CH:12][CH:13]=2)[C:6](=[O:18])[N:5]=[C:4](SC)[N:3]=1.Cl.[S:22]1[C:30]2[CH2:29][CH2:28][NH:27][CH2:26][C:25]=2[CH:24]=[C:23]1[C:31]([OH:33])=[O:32].N12CCCN=C1CCC[CH2:36][CH2:35]2. (4) Given the product [CH3:1][NH:2][CH2:3][CH2:4][C@H:5]([O:11][C:12]1[CH:13]=[CH:14][CH:15]=[C:16]2[CH:17]=[CH:18][CH:19]=[CH:20][C:21]=12)[C:6]1[S:7][CH:8]=[CH:9][CH:10]=1.[ClH:22], predict the reactants needed to synthesize it. The reactants are: [CH3:1][NH:2][CH2:3][CH2:4][C@H:5]([O:11][C:12]1[C:21]2[C:16](=[CH:17][CH:18]=[CH:19][CH:20]=2)[CH:15]=[CH:14][CH:13]=1)[C:6]1[S:7][CH:8]=[CH:9][CH:10]=1.[Cl-:22].[NH4+]. (5) Given the product [F:1][C:2]1[C:10]2[N:9]([CH2:21][C:22]([C:25]3[CH:26]=[N:27][CH:28]=[CH:29][CH:30]=3)([OH:23])[CH3:24])[C:8]3[CH2:11][CH2:12][N:13]4[C@@H:17]([C:7]=3[C:6]=2[CH:5]=[C:4]([CH3:18])[CH:3]=1)[CH2:16][CH2:15][CH2:14]4, predict the reactants needed to synthesize it. The reactants are: [F:1][C:2]1[C:10]2[NH:9][C:8]3[CH2:11][CH2:12][N:13]4[C@@H:17]([C:7]=3[C:6]=2[CH:5]=[C:4]([CH3:18])[CH:3]=1)[CH2:16][CH2:15][CH2:14]4.[H-].[Na+].[CH3:21][C:22]1([C:25]2[CH:26]=[N:27][CH:28]=[CH:29][CH:30]=2)[CH2:24][O:23]1. (6) Given the product [CH2:23]([O:25]/[C:26](=[CH:32]\[C:33]1[CH:34]=[N:35][C:36]([C:39]2[CH:44]=[CH:43][CH:42]=[C:41]([N:45]([CH3:46])[C:2]([O:4][C:5]3[CH:10]=[CH:9][C:8]([N+:11]([O-:13])=[O:12])=[CH:7][CH:6]=3)=[O:3])[CH:40]=2)=[CH:37][CH:38]=1)/[C:27]([O:29][CH2:30][CH3:31])=[O:28])[CH3:24], predict the reactants needed to synthesize it. The reactants are: Cl[C:2]([O:4][C:5]1[CH:10]=[CH:9][C:8]([N+:11]([O-:13])=[O:12])=[CH:7][CH:6]=1)=[O:3].C(N(C(C)C)CC)(C)C.[CH2:23]([O:25]/[C:26](=[CH:32]\[C:33]1[CH:34]=[N:35][C:36]([C:39]2[CH:44]=[CH:43][CH:42]=[C:41]([NH:45][CH3:46])[CH:40]=2)=[CH:37][CH:38]=1)/[C:27]([O:29][CH2:30][CH3:31])=[O:28])[CH3:24].O.